This data is from Full USPTO retrosynthesis dataset with 1.9M reactions from patents (1976-2016). The task is: Predict the reactants needed to synthesize the given product. (1) Given the product [CH3:21][C@@H:5]1[N:4]([CH3:22])[C:3](=[O:23])[C@H:2]([NH:1][C:31](=[O:33])[CH3:32])[CH2:13][CH:12]=[CH:11][CH2:10][CH2:9][C:8](=[O:14])[O:7][C@@H:6]1[C:15]1[CH:20]=[CH:19][CH:18]=[CH:17][CH:16]=1, predict the reactants needed to synthesize it. The reactants are: [NH2:1][C@@H:2]1[CH2:13][CH:12]=[CH:11][CH2:10][CH2:9][C:8](=[O:14])[O:7][C@H:6]([C:15]2[CH:20]=[CH:19][CH:18]=[CH:17][CH:16]=2)[C@H:5]([CH3:21])[N:4]([CH3:22])[C:3]1=[O:23].C(N(CC)CC)C.[C:31](OC(=O)C)(=[O:33])[CH3:32]. (2) Given the product [CH2:18]([O:1][C:2]1[C:11]2[C:6](=[CH:7][CH:8]=[CH:9][CH:10]=2)[C:5]([CH:12]=[O:13])=[C:4]([CH3:14])[CH:3]=1)[C:19]#[C:20][CH3:21], predict the reactants needed to synthesize it. The reactants are: [OH:1][C:2]1[C:11]2[C:6](=[CH:7][CH:8]=[CH:9][CH:10]=2)[C:5]([CH:12]=[O:13])=[C:4]([CH3:14])[CH:3]=1.[H-].[Na+].Br[CH2:18][C:19]#[C:20][CH3:21]. (3) Given the product [CH:22]1[C:31]2[C:26](=[CH:27][CH:28]=[CH:29][CH:30]=2)[CH:25]=[CH:24][C:23]=1[C:32]([N:9]1[C:8](=[O:13])[C:7]([C:1]2[CH:6]=[CH:5][CH:4]=[CH:3][CH:2]=2)([C:14]2[CH:15]=[CH:16][CH:17]=[CH:18][CH:19]=2)[NH:11][C:10]1=[O:12])=[O:33], predict the reactants needed to synthesize it. The reactants are: [C:1]1([C:7]2([C:14]3[CH:19]=[CH:18][CH:17]=[CH:16][CH:15]=3)[NH:11][C:10](=[O:12])[NH:9][C:8]2=[O:13])[CH:6]=[CH:5][CH:4]=[CH:3][CH:2]=1.[H-].[Na+].[CH:22]1[C:31]2[C:26](=[CH:27][CH:28]=[CH:29][CH:30]=2)[CH:25]=[CH:24][C:23]=1[C:32](Cl)=[O:33].O. (4) Given the product [C:4]([CH2:2][C:1]#[N:3])(=[O:13])[C:5]1[CH:10]=[CH:9][CH:8]=[CH:7][CH:6]=1, predict the reactants needed to synthesize it. The reactants are: [C:1](#[N:3])[CH3:2].[C:4](OC)(=[O:13])[C:5]1[CH:10]=[CH:9][C:8](OC)=[CH:7][CH:6]=1.O.Cl. (5) Given the product [F:1][C:2]1[CH:3]=[C:4]([C:9]2[CH:18]=[N:17][C:16]3[C:11](=[CH:12][C:13]([C:29]4[CH:34]=[CH:33][C:32]([F:35])=[C:31]([F:36])[CH:30]=4)=[C:14]([OH:28])[C:15]=3[C:19]([NH:21][CH2:22][C:23]([OH:25])=[O:24])=[O:20])[N:10]=2)[CH:5]=[CH:6][C:7]=1[F:8], predict the reactants needed to synthesize it. The reactants are: [F:1][C:2]1[CH:3]=[C:4]([C:9]2[CH:18]=[N:17][C:16]3[C:11](=[CH:12][C:13]([C:29]4[CH:34]=[CH:33][C:32]([F:35])=[C:31]([F:36])[CH:30]=4)=[C:14]([OH:28])[C:15]=3[C:19]([NH:21][CH2:22][C:23]([O:25]CC)=[O:24])=[O:20])[N:10]=2)[CH:5]=[CH:6][C:7]=1[F:8].[OH-].[Na+]. (6) The reactants are: [NH:1](C(OC(C)(C)C)=O)[C@H:2]([C:7]([N:9]1[CH2:23][CH2:22][CH2:21][C@H:10]1[C:11]([O:13][CH2:14][C:15]1[CH:20]=[CH:19][CH:18]=[CH:17][CH:16]=1)=[O:12])=[O:8])[C@H:3]([CH2:5][CH3:6])[CH3:4].[C:31]([OH:37])([C:33]([F:36])([F:35])[F:34])=[O:32]. Given the product [NH2:1][C@H:2]([C:7]([N:9]1[CH2:23][CH2:22][CH2:21][C@H:10]1[C:11]([O:13][CH2:14][C:15]1[CH:16]=[CH:17][CH:18]=[CH:19][CH:20]=1)=[O:12])=[O:8])[C@H:3]([CH2:5][CH3:6])[CH3:4].[F:34][C:33]([C:31]([OH:37])=[O:32])([F:36])[F:35], predict the reactants needed to synthesize it.